Dataset: TCR-epitope binding with 47,182 pairs between 192 epitopes and 23,139 TCRs. Task: Binary Classification. Given a T-cell receptor sequence (or CDR3 region) and an epitope sequence, predict whether binding occurs between them. (1) The epitope is KLWAQCVQL. The TCR CDR3 sequence is CATPRGGEQYF. Result: 1 (the TCR binds to the epitope). (2) The epitope is VLWAHGFEL. The TCR CDR3 sequence is CASSLGWGPNEQYF. Result: 1 (the TCR binds to the epitope). (3) The epitope is TLDSKTQSL. Result: 1 (the TCR binds to the epitope). The TCR CDR3 sequence is CASSSTDRVISSYEQYF. (4) The epitope is LLALHRSYL. The TCR CDR3 sequence is CASSTGTGVTDTQYF. Result: 0 (the TCR does not bind to the epitope). (5) The epitope is KRWIILGLNK. The TCR CDR3 sequence is CASSIGPLEGNEQFF. Result: 0 (the TCR does not bind to the epitope). (6) The epitope is YLDAYNMMI. The TCR CDR3 sequence is CASSSTDRAYYGYTF. Result: 0 (the TCR does not bind to the epitope).